From a dataset of Full USPTO retrosynthesis dataset with 1.9M reactions from patents (1976-2016). Predict the reactants needed to synthesize the given product. (1) Given the product [C:1]([C:11]1[O:12][CH2:13][C@@H:14]([C:16]2[CH:21]=[CH:20][CH:19]=[CH:18][C:17]=2[P:22]([CH:24]2[CH2:29][CH2:28][CH2:27][CH2:26][CH2:25]2)([CH:30]2[CH2:31][CH2:32][CH2:33][CH2:34][CH2:35]2)=[S:23])[N:15]=1)([CH3:10])([CH3:2])[CH3:8], predict the reactants needed to synthesize it. The reactants are: [C:1]12([C:11]3[O:12][CH2:13][C@@H:14]([C:16]4[CH:21]=[CH:20][CH:19]=[CH:18][C:17]=4[P:22]([C:30]4[CH:35]=[CH:34][CH:33]=[CH:32][CH:31]=4)([C:24]4[CH:29]=[CH:28][CH:27]=[CH:26][CH:25]=4)=[S:23])[N:15]=3)[CH2:10]C3CC(CC(C3)[CH2:2]1)[CH2:8]2. (2) Given the product [Na:15].[F:31][C:19]([F:18])([F:30])[C:20]1[CH:21]=[CH:22][C:23]([S:26]([O:2][CH2:3][CH2:4][CH2:5][CH2:6][CH2:7][CH2:8][CH2:9][CH2:10][S:11]([OH:14])(=[O:12])=[O:13])(=[O:28])=[O:27])=[CH:24][CH:25]=1, predict the reactants needed to synthesize it. The reactants are: [Na+].[OH:2][CH2:3][CH2:4][CH2:5][CH2:6][CH2:7][CH2:8][CH2:9][CH2:10][S:11]([O-:14])(=[O:13])=[O:12].[Na:15].[OH-].[Na+].[F:18][C:19]([F:31])([F:30])[C:20]1[CH:25]=[CH:24][C:23]([S:26](Cl)(=[O:28])=[O:27])=[CH:22][CH:21]=1. (3) Given the product [N:51]1([C:25]([C:10]2[CH:11]=[C:12]([C:14]([NH:15][CH2:16][C:17]3[CH:18]=[N:19][C:20]([CH3:23])=[N:21][CH:22]=3)=[O:24])[CH:13]=[C:8]([C:5]3[CH:6]=[CH:7][C:2]([CH3:1])=[CH:3][CH:4]=3)[CH:9]=2)=[O:26])[CH2:57][CH2:56][CH2:55][CH2:54][CH2:53][CH2:52]1, predict the reactants needed to synthesize it. The reactants are: [CH3:1][C:2]1[CH:7]=[CH:6][C:5]([C:8]2[CH:13]=[C:12]([C:14](=[O:24])[NH:15][CH2:16][C:17]3[CH:18]=[N:19][C:20]([CH3:23])=[N:21][CH:22]=3)[CH:11]=[C:10]([C:25](O)=[O:26])[CH:9]=2)=[CH:4][CH:3]=1.Cl.CN(C)CCCN=C=NCC.O.ON1C2C=CC=CC=2N=N1.[NH:51]1[CH2:57][CH2:56][CH2:55][CH2:54][CH2:53][CH2:52]1.C(N(CC)C(C)C)(C)C. (4) Given the product [C:37]([CH2:36][N:10]1[C@H:9]([C:6]2[CH:7]=[CH:8][C:3]([C:1]#[N:2])=[CH:4][C:5]=2[S:29]([CH3:32])(=[O:31])=[O:30])[C:14]([C:15]#[N:16])=[C:13]([CH3:17])[N:12]([C:18]2[CH:23]=[CH:22][CH:21]=[C:20]([C:24]([F:27])([F:26])[F:25])[CH:19]=2)[C:11]1=[O:28])#[N:38], predict the reactants needed to synthesize it. The reactants are: [C:1]([C:3]1[CH:8]=[CH:7][C:6]([C@@H:9]2[C:14]([C:15]#[N:16])=[C:13]([CH3:17])[N:12]([C:18]3[CH:23]=[CH:22][CH:21]=[C:20]([C:24]([F:27])([F:26])[F:25])[CH:19]=3)[C:11](=[O:28])[NH:10]2)=[C:5]([S:29]([CH3:32])(=[O:31])=[O:30])[CH:4]=1)#[N:2].[H-].[Na+].Br[CH2:36][C:37]#[N:38]. (5) Given the product [C:8]([C:7]1[CH:10]=[C:11]([N+:14]([O-:16])=[O:15])[CH:12]=[CH:13][C:6]=1[O:5][C:4]1[CH:3]=[C:2]([NH:1][C:22](=[O:23])[C:21]([F:32])([F:31])[F:20])[CH:19]=[CH:18][CH:17]=1)#[N:9], predict the reactants needed to synthesize it. The reactants are: [NH2:1][C:2]1[CH:3]=[C:4]([CH:17]=[CH:18][CH:19]=1)[O:5][C:6]1[CH:13]=[CH:12][C:11]([N+:14]([O-:16])=[O:15])=[CH:10][C:7]=1[C:8]#[N:9].[F:20][C:21]([F:32])([F:31])[C:22](O[C:22](=[O:23])[C:21]([F:32])([F:31])[F:20])=[O:23]. (6) Given the product [CH2:33]([C:31]1[NH:32][C:28](=[C:25]([C:23]2[CH:22]=[CH:21][N:20]=[C:19]([O:3][CH2:4][C:5]3[CH:6]=[CH:7][C:8]([CH2:9][N:10]4[CH2:15][CH2:14][O:13][CH2:12][CH2:11]4)=[CH:16][CH:17]=3)[N:24]=2)[C:26]#[N:27])[S:29][CH:30]=1)[CH3:34], predict the reactants needed to synthesize it. The reactants are: [H-].[Na+].[OH:3][CH2:4][C:5]1[CH:17]=[CH:16][C:8]([CH2:9][N:10]2[CH2:15][CH2:14][O:13][CH2:12][CH2:11]2)=[CH:7][CH:6]=1.Cl[C:19]1[N:24]=[C:23]([C:25](=[C:28]2[NH:32][C:31]([CH2:33][CH3:34])=[CH:30][S:29]2)[C:26]#[N:27])[CH:22]=[CH:21][N:20]=1. (7) Given the product [C:1]([O:5][C:6]([N:8]1[CH2:13][CH2:12][N:11]([C:14]2[S:15][C:16]([S:22][CH2:20][CH3:21])=[CH:17][N:18]=2)[CH2:10][CH2:9]1)=[O:7])([CH3:4])([CH3:3])[CH3:2], predict the reactants needed to synthesize it. The reactants are: [C:1]([O:5][C:6]([N:8]1[CH2:13][CH2:12][N:11]([C:14]2[S:15][C:16](Br)=[CH:17][N:18]=2)[CH2:10][CH2:9]1)=[O:7])([CH3:4])([CH3:3])[CH3:2].[CH2:20]([S:22]SCC)[CH3:21].